Dataset: Forward reaction prediction with 1.9M reactions from USPTO patents (1976-2016). Task: Predict the product of the given reaction. (1) Given the reactants [Cl:1][C:2]1[C:14]([CH3:15])=[CH:13][C:5]2[C:6]([CH3:12])=[N:7][NH:8][S:9](=[O:11])(=[O:10])[C:4]=2[C:3]=1[Cl:16].[CH3:17]I, predict the reaction product. The product is: [Cl:1][C:2]1[C:14]([CH3:15])=[CH:13][C:5]2[C:6]([CH3:12])=[N:7][N:8]([CH3:17])[S:9](=[O:11])(=[O:10])[C:4]=2[C:3]=1[Cl:16]. (2) Given the reactants [C:1](Cl)(=[O:3])[CH3:2].Cl.Cl.[CH3:7][N:8]1[C:17]2[NH:16][C:15]3[CH:18]=[CH:19][CH:20]=[CH:21][C:14]=3[N:13]([C:22]([C:24]3[CH:29]=[CH:28][C:27]([O:30][CH2:31][CH2:32][CH2:33][N:34]4[CH2:39][CH2:38][NH:37][CH2:36][CH2:35]4)=[C:26]([CH3:40])[CH:25]=3)=[O:23])[CH2:12][C:11]=2[CH:10]=[N:9]1, predict the reaction product. The product is: [CH3:40][C:26]1[CH:25]=[C:24]([C:22]([N:13]2[CH2:12][C:11]3[CH:10]=[N:9][N:8]([CH3:7])[C:17]=3[NH:16][C:15]3[CH:18]=[CH:19][CH:20]=[CH:21][C:14]2=3)=[O:23])[CH:29]=[CH:28][C:27]=1[O:30][CH2:31][CH2:32][CH2:33][N:34]1[CH2:39][CH2:38][N:37]([C:1](=[O:3])[CH3:2])[CH2:36][CH2:35]1. (3) Given the reactants C([O:4][C:5]1[C:18](=[O:19])[C:17]2[C:8](=[CH:9][CH:10]=[C:11]3[C:16]=2[CH2:15][CH2:14][CH2:13][CH2:12]3)[C:7](=[O:20])[CH:6]=1)C=C.[C:21]1(C)[CH:26]=CC=C[CH:22]=1, predict the reaction product. The product is: [CH2:26]([C:6]1[C:7](=[O:20])[C:8]2[C:17]([C:18](=[O:19])[C:5]=1[OH:4])=[C:16]1[C:11]([CH2:12][CH2:13][CH2:14][CH2:15]1)=[CH:10][CH:9]=2)[CH:21]=[CH2:22]. (4) Given the reactants [Cl:1][C:2]1[CH:7]=[CH:6][C:5]([C:8]2([C:21]#N)[CH2:13][CH2:12][N:11]([C:14]([O:16][C:17]([CH3:20])([CH3:19])[CH3:18])=[O:15])[CH2:10][CH2:9]2)=[CH:4][CH:3]=1.[O:23]1CCCC1.[H-].C([Al+]CC(C)C)C(C)C, predict the reaction product. The product is: [Cl:1][C:2]1[CH:7]=[CH:6][C:5]([C:8]2([CH:21]=[O:23])[CH2:13][CH2:12][N:11]([C:14]([O:16][C:17]([CH3:20])([CH3:19])[CH3:18])=[O:15])[CH2:10][CH2:9]2)=[CH:4][CH:3]=1. (5) Given the reactants [Cl:1][C:2]1[CH:10]=[CH:9][C:8]([CH3:11])=[CH:7][C:3]=1[C:4]([OH:6])=O.[CH3:12][N:13]1[CH2:18][CH2:17][C:16]([CH2:25][NH2:26])([C:19]2[CH:24]=[CH:23][CH:22]=[CH:21][CH:20]=2)[CH2:15][CH2:14]1, predict the reaction product. The product is: [Cl:1][C:2]1[CH:10]=[CH:9][C:8]([CH3:11])=[CH:7][C:3]=1[C:4]([NH:26][CH2:25][C:16]1([C:19]2[CH:24]=[CH:23][CH:22]=[CH:21][CH:20]=2)[CH2:15][CH2:14][N:13]([CH3:12])[CH2:18][CH2:17]1)=[O:6]. (6) Given the reactants Br[C:2]1[CH:3]=[C:4]2[N:10]([C:11]3[C:20]4[C:15](=[CH:16][C:17]([F:21])=[CH:18][CH:19]=4)[N:14]=[C:13]([C:22]4[CH:27]=[CH:26][CH:25]=[CH:24][N:23]=4)[C:12]=3[CH3:28])[CH2:9][C:8]([CH3:30])([CH3:29])[C:5]2=[N:6][CH:7]=1.[CH3:31][O:32][CH2:33][CH2:34][NH:35][CH3:36].CC(C)([O-])C.[Na+].CC(C1C=C(C(C)C)C(C2C=CC=CC=2P(C2CCCCC2)C2CCCCC2)=C(C(C)C)C=1)C, predict the reaction product. The product is: [F:21][C:17]1[CH:16]=[C:15]2[C:20]([C:11]([N:10]3[C:4]4[C:5](=[N:6][CH:7]=[C:2]([N:35]([CH2:34][CH2:33][O:32][CH3:31])[CH3:36])[CH:3]=4)[C:8]([CH3:29])([CH3:30])[CH2:9]3)=[C:12]([CH3:28])[C:13]([C:22]3[CH:27]=[CH:26][CH:25]=[CH:24][N:23]=3)=[N:14]2)=[CH:19][CH:18]=1.